Task: Predict the product of the given reaction.. Dataset: Forward reaction prediction with 1.9M reactions from USPTO patents (1976-2016) (1) Given the reactants [NH2:1][C:2]1[CH:23]=[CH:22][C:5]([O:6][C:7]2[CH:8]=[CH:9][C:10]3[N:11]([CH:13]=[C:14]([NH:16][C:17]([CH:19]4[CH2:21][CH2:20]4)=[O:18])[N:15]=3)[CH:12]=2)=[CH:4][CH:3]=1.[F:24][C:25]1[CH:30]=[CH:29][C:28]([C:31]2[C:32]([CH3:41])=[CH:33][CH:34]=[C:35]([C:38](O)=[O:39])[N+:36]=2[O-:37])=[CH:27][CH:26]=1.C(N(CC)C(C)C)(C)C.CN(C(ON1N=NC2C=CC=NC1=2)=[N+](C)C)C.F[P-](F)(F)(F)(F)F, predict the reaction product. The product is: [CH:19]1([C:17]([NH:16][C:14]2[N:15]=[C:10]3[CH:9]=[CH:8][C:7]([O:6][C:5]4[CH:22]=[CH:23][C:2]([NH:1][C:38]([C:35]5[N+:36]([O-:37])=[C:31]([C:28]6[CH:29]=[CH:30][C:25]([F:24])=[CH:26][CH:27]=6)[C:32]([CH3:41])=[CH:33][CH:34]=5)=[O:39])=[CH:3][CH:4]=4)=[CH:12][N:11]3[CH:13]=2)=[O:18])[CH2:20][CH2:21]1. (2) Given the reactants [NH2:1][C@H:2]1[CH2:7][CH2:6][C@H:5]([NH:8][C:9]([C:11]2[C:15]3[N:16]=[CH:17][N:18]=[C:19]([C:20]4[CH:25]=[CH:24][C:23]([O:26][CH3:27])=[CH:22][C:21]=4[O:28][CH2:29][CH:30]4[CH2:32][CH2:31]4)[C:14]=3[NH:13][CH:12]=2)=[O:10])[CH2:4][CH2:3]1.Cl[C:34]([C@@H:36]([O:38]C(=O)C)[CH3:37])=[O:35], predict the reaction product. The product is: [OH:38][C@@H:36]([CH3:37])[C:34]([NH:1][C@H:2]1[CH2:7][CH2:6][C@H:5]([NH:8][C:9]([C:11]2[C:15]3[N:16]=[CH:17][N:18]=[C:19]([C:20]4[CH:25]=[CH:24][C:23]([O:26][CH3:27])=[CH:22][C:21]=4[O:28][CH2:29][CH:30]4[CH2:31][CH2:32]4)[C:14]=3[NH:13][CH:12]=2)=[O:10])[CH2:4][CH2:3]1)=[O:35].